From a dataset of Catalyst prediction with 721,799 reactions and 888 catalyst types from USPTO. Predict which catalyst facilitates the given reaction. Reactant: [OH:1][C:2]1[CH:3]=[CH:4][C:5]2[N:6]([CH:8]=[C:9]([NH:11][C:12]([CH:14]3[CH2:16][CH2:15]3)=[O:13])[N:10]=2)[CH:7]=1.F[C:18]1[CH:23]=[CH:22][C:21]([N+:24]([O-:26])=[O:25])=[C:20]([Cl:27])[CH:19]=1.C(=O)([O-])[O-].[Cs+].[Cs+]. Product: [Cl:27][C:20]1[CH:19]=[C:18]([CH:23]=[CH:22][C:21]=1[N+:24]([O-:26])=[O:25])[O:1][C:2]1[CH:3]=[CH:4][C:5]2[N:6]([CH:8]=[C:9]([NH:11][C:12]([CH:14]3[CH2:15][CH2:16]3)=[O:13])[N:10]=2)[CH:7]=1. The catalyst class is: 16.